This data is from Catalyst prediction with 721,799 reactions and 888 catalyst types from USPTO. The task is: Predict which catalyst facilitates the given reaction. Reactant: [CH3:1][N:2]([C-:4]1[CH:8]=[CH:7][CH:6]=[CH:5]1)[CH3:3].[CH-:9]1[CH:13]=[CH:12][CH:11]=[CH:10]1.[Fe+2:14].B(F)(F)F.CCOCC.[Li]CCCC.[P:29](Cl)([C:36]1[CH:41]=[CH:40][CH:39]=[CH:38][CH:37]=1)[C:30]1[CH:35]=[CH:34][CH:33]=[CH:32][CH:31]=1. Product: [C:36]1([P:29]([C:30]2[CH:31]=[CH:32][CH:33]=[CH:34][CH:35]=2)[C:5]2[C-:4]([N:2]([CH3:3])[CH3:1])[CH:8]=[CH:7][CH:6]=2)[CH:37]=[CH:38][CH:39]=[CH:40][CH:41]=1.[CH-:9]1[CH:13]=[CH:12][CH:11]=[CH:10]1.[Fe+2:14]. The catalyst class is: 116.